This data is from Forward reaction prediction with 1.9M reactions from USPTO patents (1976-2016). The task is: Predict the product of the given reaction. (1) Given the reactants [F:1][C:2]([F:12])([F:11])[C:3]1[CH:10]=[CH:9][C:6]([CH:7]=O)=[CH:5][CH:4]=1.[NH2:13][C:14]1[S:15][C:16]([CH3:19])=[N:17][N:18]=1.C([O:22][C:23](=O)[C:24]([OH:37])=[CH:25][C:26]([C:28]1[CH:33]=[CH:32][C:31]([CH:34]([CH3:36])[CH3:35])=[CH:30][CH:29]=1)=[O:27])C, predict the reaction product. The product is: [OH:37][C:24]1[C:23](=[O:22])[N:13]([C:14]2[S:15][C:16]([CH3:19])=[N:17][N:18]=2)[CH:7]([C:6]2[CH:9]=[CH:10][C:3]([C:2]([F:12])([F:11])[F:1])=[CH:4][CH:5]=2)[C:25]=1[C:26](=[O:27])[C:28]1[CH:33]=[CH:32][C:31]([CH:34]([CH3:36])[CH3:35])=[CH:30][CH:29]=1. (2) The product is: [Br:1][C:2]1[N:6]=[C:5]([N:15]2[CH2:16][C:17]3([CH2:20][CH2:19][CH2:18]3)[CH2:14]2)[N:4]([CH2:8][C:9]([CH3:12])([OH:11])[CH3:10])[N:3]=1. Given the reactants [Br:1][C:2]1[N:6]=[C:5](Br)[N:4]([CH2:8][C:9]([CH3:12])([OH:11])[CH3:10])[N:3]=1.Cl.[CH2:14]1[C:17]2([CH2:20][CH2:19][CH2:18]2)[CH2:16][NH:15]1.C(N(CC)C(C)C)(C)C, predict the reaction product. (3) Given the reactants [CH3:1][O:2][C:3]1[CH:4]=[C:5]([CH:21]=[CH:22][C:23]=1[O:24][CH2:25][C:26]1[N:27]=[C:28]([C:32]2[CH:37]=[CH:36][CH:35]=[CH:34][CH:33]=2)[S:29][C:30]=1[CH3:31])[CH2:6][O:7][C:8]1[C:12]([CH:13]=O)=[CH:11][N:10]([C:15]2[CH:20]=[CH:19][CH:18]=[CH:17][CH:16]=2)[N:9]=1.[CH2:38]([P:47](=[O:54])([O:51][CH2:52][CH3:53])[O:48][CH2:49][CH3:50])P(=O)(OCC)OCC.CN(C)C=O.[H-].[Na+], predict the reaction product. The product is: [CH3:1][O:2][C:3]1[CH:4]=[C:5]([CH:21]=[CH:22][C:23]=1[O:24][CH2:25][C:26]1[N:27]=[C:28]([C:32]2[CH:37]=[CH:36][CH:35]=[CH:34][CH:33]=2)[S:29][C:30]=1[CH3:31])[CH2:6][O:7][C:8]1[C:12](/[CH:13]=[CH:38]/[P:47](=[O:54])([O:48][CH2:49][CH3:50])[O:51][CH2:52][CH3:53])=[CH:11][N:10]([C:15]2[CH:16]=[CH:17][CH:18]=[CH:19][CH:20]=2)[N:9]=1. (4) Given the reactants [Br:1][C:2]1[CH:10]=[CH:9][C:5]([C:6]([OH:8])=[O:7])=[C:4]([CH3:11])[CH:3]=1.[Si](C=[N+]=[N-])(C)(C)[CH3:13], predict the reaction product. The product is: [CH3:13][O:7][C:6](=[O:8])[C:5]1[CH:9]=[CH:10][C:2]([Br:1])=[CH:3][C:4]=1[CH3:11].